The task is: Predict which catalyst facilitates the given reaction.. This data is from Catalyst prediction with 721,799 reactions and 888 catalyst types from USPTO. (1) Reactant: [NH2:1][CH2:2][CH:3]([CH2:20][C:21]1[CH:26]=[CH:25][CH:24]=[CH:23][CH:22]=1)[C:4]([N:6]1[CH2:11][CH2:10][N:9]([C:12]2[CH:17]=[CH:16][C:15]([Cl:18])=[C:14]([Cl:19])[CH:13]=2)[CH2:8][CH2:7]1)=[O:5].[Cl:27][C:28]1[CH:36]=[CH:35][C:31]([C:32](Cl)=[O:33])=[CH:30][CH:29]=1. Product: [CH2:20]([CH:3]([C:4]([N:6]1[CH2:7][CH2:8][N:9]([C:12]2[CH:17]=[CH:16][C:15]([Cl:18])=[C:14]([Cl:19])[CH:13]=2)[CH2:10][CH2:11]1)=[O:5])[CH2:2][NH:1][C:32](=[O:33])[C:31]1[CH:35]=[CH:36][C:28]([Cl:27])=[CH:29][CH:30]=1)[C:21]1[CH:26]=[CH:25][CH:24]=[CH:23][CH:22]=1. The catalyst class is: 1. (2) Reactant: [O:1]1[CH:5]=[CH:4][CH:3]=[C:2]1[C:6]1[O:10][N:9]=[C:8]([C:11]([OH:13])=O)[CH:7]=1.[N:14]1([CH2:19][CH2:20][CH2:21][NH2:22])[CH:18]=[CH:17][N:16]=[CH:15]1.C1C=CC2N(O)N=NC=2C=1.C(Cl)CCl. Product: [N:14]1([CH2:19][CH2:20][CH2:21][NH:22][C:11]([C:8]2[CH:7]=[C:6]([C:2]3[O:1][CH:5]=[CH:4][CH:3]=3)[O:10][N:9]=2)=[O:13])[CH:18]=[CH:17][N:16]=[CH:15]1. The catalyst class is: 3. (3) Reactant: C[O:2][C:3]([C:5]1[CH:9]=[C:8]([C:10]2[CH:15]=[CH:14][N:13]=[CH:12][CH:11]=2)[N:7]([C:16]2[CH:21]=[CH:20][CH:19]=[C:18]([F:22])[CH:17]=2)[N:6]=1)=[O:4].[OH-].[Na+].Cl. Product: [F:22][C:18]1[CH:17]=[C:16]([N:7]2[C:8]([C:10]3[CH:15]=[CH:14][N:13]=[CH:12][CH:11]=3)=[CH:9][C:5]([C:3]([OH:4])=[O:2])=[N:6]2)[CH:21]=[CH:20][CH:19]=1. The catalyst class is: 38. (4) Reactant: C([N:8]1[C@@H:13]([CH3:14])[CH2:12][CH2:11][CH2:10][C@@H:9]1[CH2:15][CH2:16][CH2:17][CH:18]([CH3:20])[CH3:19])(OC(C)(C)C)=O. Product: [CH:15]([C@H:9]1[CH2:10][CH2:11][CH2:12][C@H:13]([CH3:14])[NH:8]1)=[CH:16][CH2:17][CH:18]([CH3:20])[CH3:19]. The catalyst class is: 330. (5) Reactant: [CH:1]1[C:13]2[CH2:12][C:11]3[C:6](=[CH:7][CH:8]=[CH:9][CH:10]=3)[C:5]=2[CH:4]=[CH:3][CH:2]=1.C([Li])CCC.CCCCCC.[C:25]([C:29]1[CH:30]=[C:31]([CH3:55])[C:32](=[C:34]([C:45]2[CH:50]=[CH:49][C:48]([C:51]([CH3:54])([CH3:53])[CH3:52])=[CH:47][CH:46]=2)[C:35]2[CH:40]=[CH:39][C:38]([C:41]([CH3:44])([CH3:43])[CH3:42])=[CH:37][CH:36]=2)[CH:33]=1)([CH3:28])([CH3:27])[CH3:26].O. Product: [C:25]([C:29]1[CH:30]=[C:31]([CH3:55])[CH:32]([C:34]([C:1]2[C:13]3[CH2:12][C:11]4[C:6](=[CH:7][CH:8]=[CH:9][CH:10]=4)[C:5]=3[CH:4]=[CH:3][CH:2]=2)([C:45]2[CH:50]=[CH:49][C:48]([C:51]([CH3:54])([CH3:53])[CH3:52])=[CH:47][CH:46]=2)[C:35]2[CH:36]=[CH:37][C:38]([C:41]([CH3:44])([CH3:42])[CH3:43])=[CH:39][CH:40]=2)[CH:33]=1)([CH3:26])([CH3:27])[CH3:28]. The catalyst class is: 27. (6) Reactant: Cl[C:2]1[N:7]=[CH:6][N:5]=[C:4]([C:8]2[CH:9]=[CH:10][C:11]([O:16][CH:17]3[CH2:22][CH2:21][O:20][CH2:19][CH2:18]3)=[C:12]([CH:15]=2)[C:13]#[N:14])[N:3]=1.[N:23]1([CH2:28][C:29]2[CH:35]=[CH:34][C:32]([NH2:33])=[CH:31][CH:30]=2)[CH:27]=[CH:26][N:25]=[CH:24]1.CN(C)C=O. Product: [N:23]1([CH2:28][C:29]2[CH:35]=[CH:34][C:32]([NH:33][C:2]3[N:7]=[CH:6][N:5]=[C:4]([C:8]4[CH:9]=[CH:10][C:11]([O:16][CH:17]5[CH2:22][CH2:21][O:20][CH2:19][CH2:18]5)=[C:12]([CH:15]=4)[C:13]#[N:14])[N:3]=3)=[CH:31][CH:30]=2)[CH:27]=[CH:26][N:25]=[CH:24]1. The catalyst class is: 10.